The task is: Predict the reaction yield, written as a fraction of the theoretical maximum amount of product (1.0 means a 100% yield; for example, 0.34 means a 34% yield).. This data is from Reaction yield outcomes from USPTO patents with 853,638 reactions. (1) The yield is 0.950. The product is [C:20]([O:19][C:17]([NH:16][CH2:15][CH2:14][CH2:13][CH2:12][C:9]1[CH:8]=[CH:7][C:6]([C:5]([OH:24])=[O:4])=[CH:11][CH:10]=1)=[O:18])([CH3:23])([CH3:21])[CH3:22]. The reactants are [OH-].[Na+].C[O:4][C:5](=[O:24])[C:6]1[CH:11]=[CH:10][C:9]([CH2:12][CH2:13][CH2:14][CH2:15][NH:16][C:17]([O:19][C:20]([CH3:23])([CH3:22])[CH3:21])=[O:18])=[CH:8][CH:7]=1. The catalyst is C1COCC1. (2) The reactants are [NH2:1][C:2]1([C:20]([OH:22])=[O:21])[CH2:7][CH2:6][C:5]([C:14]2[CH:19]=[CH:18][CH:17]=[CH:16][CH:15]=2)([C:8]2[CH:13]=[CH:12][CH:11]=[CH:10][CH:9]=2)[CH2:4][CH2:3]1.C(N(CC)CC)C.[C:30](=O)([O:46]N1C(=O)CCC1=O)[O:31][CH2:32][CH:33]1[C:45]2[CH:44]=[CH:43][CH:42]=[CH:41][C:40]=2[C:39]2[C:34]1=[CH:35][CH:36]=[CH:37][CH:38]=2. The catalyst is C(#N)C.O. The product is [C:30]([CH:7]1[CH2:6][C:5]([C:8]2[CH:13]=[CH:12][CH:11]=[CH:10][CH:9]=2)([C:14]2[CH:15]=[CH:16][CH:17]=[CH:18][CH:19]=2)[CH2:4][CH2:3][C:2]1([NH2:1])[C:20]([OH:22])=[O:21])([O:31][CH2:32][CH:33]1[C:34]2[C:39](=[CH:38][CH:37]=[CH:36][CH:35]=2)[C:40]2[C:45]1=[CH:44][CH:43]=[CH:42][CH:41]=2)=[O:46]. The yield is 0.390. (3) The reactants are [H-].[H-].[H-].[H-].[Li+].[Al+3].[CH3:7][C@@H:8]1[CH:13]=[CH:12][CH2:11][C:10]([CH3:15])([CH3:14])[C@H:9]1[C:16](OC)=[O:17].[OH-].[Na+].[O-]S([O-])(=O)=O.[Na+].[Na+]. The catalyst is C1COCC1.CCOCC.CC(C)=O. The product is [CH3:7][C@@H:8]1[CH:13]=[CH:12][CH2:11][C:10]([CH3:14])([CH3:15])[C@H:9]1[CH2:16][OH:17]. The yield is 0.990. (4) The reactants are Cl[CH2:2][CH2:3][NH:4][C:5]([NH:7][C:8]1[CH:13]=[CH:12][C:11]([C:14]#[C:15][C:16]2[N:17]([CH2:29][CH3:30])[C:18]3[C:23]([C:24]=2[C:25]#[N:26])=[CH:22][CH:21]=[C:20]([O:27][CH3:28])[CH:19]=3)=[CH:10][CH:9]=1)=[O:6].C([O-])([O-])=O.[K+].[K+].CN(C=O)C. The catalyst is CCOC(C)=O. The product is [CH2:29]([N:17]1[C:18]2[C:23](=[CH:22][CH:21]=[C:20]([O:27][CH3:28])[CH:19]=2)[C:24]([C:25]#[N:26])=[C:16]1[C:15]#[C:14][C:11]1[CH:12]=[CH:13][C:8]([N:7]2[CH2:2][CH2:3][NH:4][C:5]2=[O:6])=[CH:9][CH:10]=1)[CH3:30]. The yield is 0.940.